From a dataset of Full USPTO retrosynthesis dataset with 1.9M reactions from patents (1976-2016). Predict the reactants needed to synthesize the given product. (1) The reactants are: C[Si](C)(C)N[Si](C)(C)C.[Li]CCCC.CCCCCC.[CH2:21]([O:23][C:24](=[O:31])[CH2:25]/[N:26]=[CH:27]/[N:28]([CH3:30])[CH3:29])[CH3:22].ClC1[CH2:34][N:35]([CH2:46][C:47]2[CH:52]=[CH:51][C:50]([O:53][CH3:54])=[CH:49][C:48]=2[O:55][CH3:56])[C:36](=[O:45])[C:37]2[CH:43]=[C:42]([Br:44])[CH:41]=[CH:40]C=2N=1. Given the product [CH2:21]([O:23][C:24]([C:25]1[N:26]=[CH:27][N:28]2[C:30]=1[CH2:34][N:35]([CH2:46][C:47]1[CH:52]=[CH:51][C:50]([O:53][CH3:54])=[CH:49][C:48]=1[O:55][CH3:56])[C:36](=[O:45])[C:37]1[CH:43]=[C:42]([Br:44])[CH:41]=[CH:40][C:29]2=1)=[O:31])[CH3:22], predict the reactants needed to synthesize it. (2) Given the product [CH3:18][O:19][C:20]1[CH:26]=[CH:25][C:24]([O:27][CH3:28])=[CH:23][C:21]=1[NH:22][C:2]1[CH:7]=[C:6]([C:8]([F:11])([F:10])[F:9])[N:5]=[C:4]([C:12]2[CH:17]=[N:16][CH:15]=[CH:14][N:13]=2)[N:3]=1, predict the reactants needed to synthesize it. The reactants are: Cl[C:2]1[CH:7]=[C:6]([C:8]([F:11])([F:10])[F:9])[N:5]=[C:4]([C:12]2[CH:17]=[N:16][CH:15]=[CH:14][N:13]=2)[N:3]=1.[CH3:18][O:19][C:20]1[CH:26]=[CH:25][C:24]([O:27][CH3:28])=[CH:23][C:21]=1[NH2:22].Cl.[OH-].[Na+].